Task: Predict the reactants needed to synthesize the given product.. Dataset: Full USPTO retrosynthesis dataset with 1.9M reactions from patents (1976-2016) (1) Given the product [NH2:18][C:19]1[CH:40]=[CH:39][C:38]([C:44]([F:45])([F:46])[F:47])=[CH:37][C:20]=1[C:21]([NH:10][CH2:9][C:7]1[CH:8]=[C:3]([Cl:2])[CH:4]=[CH:5][C:6]=1[S:11][C:12]1[CH:13]=[CH:14][CH:15]=[CH:16][CH:17]=1)=[O:22], predict the reactants needed to synthesize it. The reactants are: Cl.[Cl:2][C:3]1[CH:4]=[CH:5][C:6]([S:11][C:12]2[CH:17]=[CH:16][CH:15]=[CH:14][CH:13]=2)=[C:7]([CH2:9][NH2:10])[CH:8]=1.[NH2:18][C:19]1[C:40](Cl)=[C:39](C=O)[C:38]([C:44]([F:47])([F:46])[F:45])=[CH:37][C:20]=1[C:21](NCC1C=C(Cl)C=CC=1S(CC)(=O)=O)=[O:22].NC1C=CC(C(F)(F)F)=CC=1C(O)=O.NC1C(Cl)=C(C=O)C(C(F)(F)F)=CC=1C(O)=O. (2) Given the product [CH2:5]([O:8][C:9]([C:11]1[N:12]([NH:16][CH2:22][C:21]2[CH:24]=[CH:25][C:18]([F:17])=[CH:19][CH:20]=2)[CH:13]=[CH:14][CH:15]=1)=[O:10])[CH:6]=[CH2:7], predict the reactants needed to synthesize it. The reactants are: C([BH3-])#N.[Na+].[CH2:5]([O:8][C:9]([C:11]1[N:12]([NH2:16])[CH:13]=[CH:14][CH:15]=1)=[O:10])[CH:6]=[CH2:7].[F:17][C:18]1[CH:25]=[CH:24][C:21]([CH:22]=O)=[CH:20][CH:19]=1.C(O)(=O)C. (3) Given the product [CH3:27][O:26][C:6]1[C:7]([O:24][CH3:25])=[CH:8][C:9]2[C:10]3[C:11](=[N:12][NH:13][CH:14]=3)[C:2]([NH:28][C:29]3[CH:30]=[CH:31][C:32]([NH:35][C:36]([NH:38][C:39]4[CH:40]=[C:41]([CH3:45])[CH:42]=[CH:43][CH:44]=4)=[O:37])=[CH:33][CH:34]=3)=[N:3][C:4]=2[CH:5]=1, predict the reactants needed to synthesize it. The reactants are: Cl[C:2]1[C:11]2=[N:12][N:13](CC3C=CC(OC)=CC=3)[CH:14]=[C:10]2[C:9]2[CH:8]=[C:7]([O:24][CH3:25])[C:6]([O:26][CH3:27])=[CH:5][C:4]=2[N:3]=1.[NH2:28][C:29]1[CH:34]=[CH:33][C:32]([NH:35][C:36]([NH:38][C:39]2[CH:40]=[C:41]([CH3:45])[CH:42]=[CH:43][CH:44]=2)=[O:37])=[CH:31][CH:30]=1.Cl. (4) Given the product [N:30]1([C:17]2[C:18]3[NH:23][CH:22]=[C:21]([CH:24]4[CH2:25][CH2:26][NH:27][CH2:28][CH2:29]4)[C:19]=3[N:20]=[C:15]([C:11]3[CH:10]=[C:9]([OH:8])[CH:14]=[CH:13][CH:12]=3)[N:16]=2)[CH2:35][CH2:34][O:33][CH2:32][CH2:31]1, predict the reactants needed to synthesize it. The reactants are: C([O:8][C:9]1[CH:10]=[C:11]([C:15]2[N:16]=[C:17]([N:30]3[CH2:35][CH2:34][O:33][CH2:32][CH2:31]3)[C:18]3[NH:23][CH:22]=[C:21]([C:24]4[CH2:25][CH2:26][NH:27][CH2:28][CH:29]=4)[C:19]=3[N:20]=2)[CH:12]=[CH:13][CH:14]=1)C1C=CC=CC=1.